This data is from Forward reaction prediction with 1.9M reactions from USPTO patents (1976-2016). The task is: Predict the product of the given reaction. (1) Given the reactants Br[C:2]1[CH:3]=[C:4]2[C:9](=[CH:10][CH:11]=1)[N:8]=[CH:7][C:6]([C:12]([CH:14]1[CH2:16][CH2:15]1)=[O:13])=[C:5]2[NH:17][C:18]1[CH:19]=[CH:20][C:21]([N:24]2[CH2:29][CH2:28][CH:27]([NH:30]C(=O)OC(C)(C)C)[CH2:26][CH2:25]2)=[N:22][CH:23]=1.[Cl:38][C:39]1[CH:44]=[C:43](B2OC(C)(C)C(C)(C)O2)[CH:42]=[C:41]([Cl:54])[C:40]=1[OH:55], predict the reaction product. The product is: [NH2:30][CH:27]1[CH2:28][CH2:29][N:24]([C:21]2[N:22]=[CH:23][C:18]([NH:17][C:5]3[C:4]4[C:9](=[CH:10][CH:11]=[C:2]([C:43]5[CH:44]=[C:39]([Cl:38])[C:40]([OH:55])=[C:41]([Cl:54])[CH:42]=5)[CH:3]=4)[N:8]=[CH:7][C:6]=3[C:12]([CH:14]3[CH2:16][CH2:15]3)=[O:13])=[CH:19][CH:20]=2)[CH2:25][CH2:26]1. (2) Given the reactants C(=O)([O-])[O-].[K+].[K+].CN(C)C=O.[CH3:12][C:13]1[C:14]([NH:19][S:20]([C:23]2[S:24][C:25]([CH2:28][CH2:29][CH3:30])=[CH:26][CH:27]=2)(=[O:22])=[O:21])=[N:15][O:16][C:17]=1[CH3:18].[CH3:31][O:32][CH2:33][CH2:34][O:35][CH2:36]Cl, predict the reaction product. The product is: [CH3:12][C:13]1[C:14]([N:19]([CH2:31][O:32][CH2:33][CH2:34][O:35][CH3:36])[S:20]([C:23]2[S:24][C:25]([CH2:28][CH2:29][CH3:30])=[CH:26][CH:27]=2)(=[O:22])=[O:21])=[N:15][O:16][C:17]=1[CH3:18]. (3) Given the reactants [CH3:1][S:2]([NH:5][C:6]1[CH:7]=[C:8]([NH:12][C:13]2[O:14][C:15]([C:18]3[N:19](C(OC(C)(C)C)=O)[C:20]4[C:25]([CH:26]=3)=[CH:24][CH:23]=[CH:22][CH:21]=4)=[CH:16][N:17]=2)[CH:9]=[CH:10][CH:11]=1)(=[O:4])=[O:3].C(=O)([O-])[O-].[K+].[K+], predict the reaction product. The product is: [NH:19]1[C:20]2[C:25](=[CH:24][CH:23]=[CH:22][CH:21]=2)[CH:26]=[C:18]1[C:15]1[O:14][C:13]([NH:12][C:8]2[CH:7]=[C:6]([NH:5][S:2]([CH3:1])(=[O:3])=[O:4])[CH:11]=[CH:10][CH:9]=2)=[N:17][CH:16]=1. (4) The product is: [O:19]=[C:18]1[CH2:17][CH:16]2[CH2:15][N:4]([C:5]([O:6][CH2:7][C:8]3[CH:9]=[CH:10][CH:11]=[CH:12][CH:13]=3)=[O:14])[CH2:1][CH:2]2[CH2:3]1. Given the reactants [CH2:1]([N:4]([CH2:15][C:16]#[CH:17])[C:5](=[O:14])[O:6][CH2:7][C:8]1[CH:13]=[CH:12][CH:11]=[CH:10][CH:9]=1)[CH:2]=[CH2:3].[CH2:18](COC)[O:19]C, predict the reaction product. (5) Given the reactants [CH:1]1([CH2:6][N:7]2[CH2:13][CH2:12][C:11]3[S:14][C:15]([N:17]([C:27]4[N:32]=[CH:31][C:30]([F:33])=[CH:29][N:28]=4)CC4C=CC(OC)=CC=4)=[N:16][C:10]=3[C:9]3=[CH:34][N:35](CC4C=CC(OC)=CC=4)[N:36]=[C:8]23)[CH2:5][CH2:4][CH2:3][CH2:2]1, predict the reaction product. The product is: [CH:1]1([CH2:6][N:7]2[CH2:13][CH2:12][C:11]3[S:14][C:15]([NH:17][C:27]4[N:28]=[CH:29][C:30]([F:33])=[CH:31][N:32]=4)=[N:16][C:10]=3[C:9]3=[CH:34][NH:35][N:36]=[C:8]23)[CH2:2][CH2:3][CH2:4][CH2:5]1. (6) Given the reactants Br[C:2]1[CH:7]=[CH:6][C:5]([C:8]2[N:9]([CH2:13][CH:14]3[CH2:18][CH2:17][N:16]([C:19]([CH:21]4[CH2:23][CH2:22]4)=[O:20])[CH2:15]3)[CH:10]=[CH:11][N:12]=2)=[CH:4][CH:3]=1.[F:24][C:25]1[CH:26]=[C:27](B(O)O)[CH:28]=[CH:29][C:30]=1[CH3:31], predict the reaction product. The product is: [CH:21]1([C:19]([N:16]2[CH2:17][CH2:18][CH:14]([CH2:13][N:9]3[CH:10]=[CH:11][N:12]=[C:8]3[C:5]3[CH:6]=[CH:7][C:2]([C:27]4[CH:28]=[CH:29][C:30]([CH3:31])=[C:25]([F:24])[CH:26]=4)=[CH:3][CH:4]=3)[CH2:15]2)=[O:20])[CH2:23][CH2:22]1.